Task: Predict the reactants needed to synthesize the given product.. Dataset: Full USPTO retrosynthesis dataset with 1.9M reactions from patents (1976-2016) Given the product [Cl:47][C:44]1[CH:45]=[CH:46][C:41]([C:16]2[CH:15]=[CH:14][CH:13]=[C:12]3[C:17]=2[CH:18]=[CH:19][C:10]([S:7]([N:6]([CH2:5][C:4]2[CH:34]=[CH:35][C:36]([O:38][CH3:39])=[CH:37][C:3]=2[O:2][CH3:1])[C:29]2[S:33][N:32]=[CH:31][N:30]=2)(=[O:9])=[O:8])=[CH:11]3)=[C:42]([O:48][CH:49]([F:50])[F:51])[CH:43]=1, predict the reactants needed to synthesize it. The reactants are: [CH3:1][O:2][C:3]1[CH:37]=[C:36]([O:38][CH3:39])[CH:35]=[CH:34][C:4]=1[CH2:5][N:6]([C:29]1[S:33][N:32]=[CH:31][N:30]=1)[S:7]([C:10]1[CH:19]=[CH:18][C:17]2[C:12](=[CH:13][CH:14]=[CH:15][C:16]=2B2OC(C)(C)C(C)(C)O2)[CH:11]=1)(=[O:9])=[O:8].Br[C:41]1[CH:46]=[CH:45][C:44]([Cl:47])=[CH:43][C:42]=1[O:48][CH:49]([F:51])[F:50].C(=O)([O-])[O-].[Na+].[Na+].O.